From a dataset of Full USPTO retrosynthesis dataset with 1.9M reactions from patents (1976-2016). Predict the reactants needed to synthesize the given product. (1) Given the product [NH2:24][C:22](=[O:23])[C@H:21]([NH:20][C:6]1[N:7]=[C:8]([NH:9][C:10]2[CH:11]=[N:12][C:13]3[C:18]([CH:19]=2)=[CH:17][CH:16]=[CH:15][CH:14]=3)[C:3]([C:1]([NH2:2])=[O:32])=[N:4][CH:5]=1)[CH3:25], predict the reactants needed to synthesize it. The reactants are: [C:1]([C:3]1[N:4]=[CH:5][C:6]([NH:20][C@H:21]([CH3:25])[C:22]([NH2:24])=[O:23])=[N:7][C:8]=1[NH:9][C:10]1[CH:11]=[N:12][C:13]2[C:18]([CH:19]=1)=[CH:17][CH:16]=[CH:15][CH:14]=2)#[N:2].[OH-].[Na+].OO.CC(O)=[O:32]. (2) Given the product [Cl:1][C:2]1[N:11]=[CH:10][C:9]2[N:8]([CH3:12])[C:7](=[O:13])[C:6]([CH2:21][CH3:22])([CH2:14][CH3:15])[N:5]([CH:16]3[CH2:20][CH2:19][CH2:18][CH2:17]3)[C:4]=2[N:3]=1, predict the reactants needed to synthesize it. The reactants are: [Cl:1][C:2]1[N:11]=[CH:10][C:9]2[N:8]([CH3:12])[C:7](=[O:13])[C@H:6]([CH2:14][CH3:15])[N:5]([CH:16]3[CH2:20][CH2:19][CH2:18][CH2:17]3)[C:4]=2[N:3]=1.[CH:21]([N-]C(C)C)(C)[CH3:22].[Li+].C(I)C.[Cl-].[NH4+].